This data is from Forward reaction prediction with 1.9M reactions from USPTO patents (1976-2016). The task is: Predict the product of the given reaction. Given the reactants [CH3:1][C:2]1[O:6][C:5]([C:7]2[CH:12]=[CH:11][N:10]=[C:9]([NH:13][C:14]3[CH:19]=[CH:18][C:17](SC)=[CH:16][CH:15]=3)[CH:8]=2)=[N:4][N:3]=1.Cl[C:23]1C=CC=C(C(OO)=O)C=1.[S:33]([O-:37])([O-])(=[O:35])=S.[Na+].[Na+], predict the reaction product. The product is: [CH3:1][C:2]1[O:6][C:5]([C:7]2[CH:12]=[CH:11][N:10]=[C:9]([NH:13][C:14]3[CH:15]=[CH:16][C:17]([S:33]([CH3:23])(=[O:37])=[O:35])=[CH:18][CH:19]=3)[CH:8]=2)=[N:4][N:3]=1.